This data is from Full USPTO retrosynthesis dataset with 1.9M reactions from patents (1976-2016). The task is: Predict the reactants needed to synthesize the given product. (1) Given the product [Cl:1][C:2]1[CH:3]=[C:4]([C:12]2[O:16][N:15]=[C:14]([C:17]3[CH:25]=[CH:24][C:23]([CH2:26][CH2:27][CH2:28][C:29]([OH:31])=[O:30])=[C:22]4[C:18]=3[CH:19]=[CH:20][NH:21]4)[N:13]=2)[CH:5]=[CH:6][C:7]=1[O:8][CH:9]([CH3:11])[CH3:10], predict the reactants needed to synthesize it. The reactants are: [Cl:1][C:2]1[CH:3]=[C:4]([C:12]2[O:16][N:15]=[C:14]([C:17]3[CH:25]=[CH:24][C:23]([CH2:26][CH2:27][CH2:28][C:29]([O:31]CC)=[O:30])=[C:22]4[C:18]=3[CH:19]=[CH:20][NH:21]4)[N:13]=2)[CH:5]=[CH:6][C:7]=1[O:8][CH:9]([CH3:11])[CH3:10].[OH-].[Na+].Cl. (2) Given the product [C:1]([O:5][C:6]([N:8]([C@@H:14]1[C:22]2[C:17](=[C:18]([C:23]3[S:27][C:26]([C:28]4[CH:33]=[CH:32][C:31]([O:34][CH:35]([CH3:36])[CH3:37])=[C:30]([C:38]#[N:39])[CH:29]=4)=[N:25][CH:24]=3)[CH:19]=[CH:20][CH:21]=2)[CH2:16][CH2:15]1)[CH2:9][C:10]([OH:12])=[O:11])=[O:7])([CH3:3])([CH3:2])[CH3:4], predict the reactants needed to synthesize it. The reactants are: [C:1]([O:5][C:6]([N:8]([C@@H:14]1[C:22]2[C:17](=[C:18]([C:23]3[S:27][C:26]([C:28]4[CH:33]=[CH:32][C:31]([O:34][CH:35]([CH3:37])[CH3:36])=[C:30]([C:38]#[N:39])[CH:29]=4)=[N:25][CH:24]=3)[CH:19]=[CH:20][CH:21]=2)[CH2:16][CH2:15]1)[CH2:9][C:10]([O:12]C)=[O:11])=[O:7])([CH3:4])([CH3:3])[CH3:2].[OH-].[Na+]. (3) Given the product [Br:1][C:2]1[C:3]2[CH:16]=[C:11]([CH3:12])[O:10][C:4]=2[C:5]([F:9])=[C:6]([F:8])[CH:7]=1, predict the reactants needed to synthesize it. The reactants are: [Br:1][C:2]1[CH:3]=[C:4]([O:10][CH2:11][C:12]#C)[C:5]([F:9])=[C:6]([F:8])[CH:7]=1.[F-].[Cs+].[CH2:16](N(CC)C1C=CC=CC=1)C. (4) Given the product [CH:17]([CH:4]1[CH2:3][C:2](=[O:1])[CH2:7][CH2:6][NH:5]1)=[CH2:18], predict the reactants needed to synthesize it. The reactants are: [O:1]=[C:2]1[CH2:7][CH2:6][N:5](C(OCC[Si](C)(C)C)=O)[CH:4]([CH:17]=[CH2:18])[CH2:3]1.CCCC[N+](CCCC)(CCCC)CCCC.[F-]. (5) The reactants are: C[C:2]1[CH:3]=[CH:4][C:5]([NH2:8])=[N:6][CH:7]=1.[O:9]1[CH:13]=[CH:12][CH:11]=[C:10]1[CH:14]=O.[CH:16]1([N+:22]#[C-:23])[CH2:21][CH2:20][CH2:19][CH2:18][CH2:17]1.[Cl:24](O)(=O)(=O)=O.[C:29]([Cl:32])(=[O:31])[CH3:30]. Given the product [ClH:24].[Cl-:32].[C:29]([N+:8]1[C:14]([C:10]2[O:9][CH:13]=[CH:12][CH:11]=2)=[C:23]([NH:22][CH:16]2[CH2:21][CH2:20][CH2:19][CH2:18][CH2:17]2)[N:6]2[CH:7]=[CH:2][CH:3]=[CH:4][C:5]=12)(=[O:31])[CH3:30], predict the reactants needed to synthesize it.